Dataset: Forward reaction prediction with 1.9M reactions from USPTO patents (1976-2016). Task: Predict the product of the given reaction. Given the reactants [CH3:1][C:2]1[C:6]([C:7]2[CH:8]=[C:9](I)[C:10]3[N:14]=[C:13]([NH2:15])[NH:12][C:11]=3[CH:16]=2)=[C:5]([CH3:18])[O:4][N:3]=1.[CH3:19][C:20]1[C:24](B2OC(C)(C)C(C)(C)O2)=[C:23]([CH3:34])[NH:22][N:21]=1.C(=O)([O-])[O-].[Cs+].[Cs+].ICCC, predict the reaction product. The product is: [CH3:19][C:20]1[C:24]([C:9]2[C:10]3[N:14]=[C:13]([NH2:15])[NH:12][C:11]=3[CH:16]=[C:7]([C:6]3[C:2]([CH3:1])=[N:3][O:4][C:5]=3[CH3:18])[CH:8]=2)=[C:23]([CH3:34])[NH:22][N:21]=1.